Dataset: Experimentally validated miRNA-target interactions with 360,000+ pairs, plus equal number of negative samples. Task: Binary Classification. Given a miRNA mature sequence and a target amino acid sequence, predict their likelihood of interaction. (1) The miRNA is mmu-miR-690 with sequence AAAGGCUAGGCUCACAACCAAA. The protein sequence of the target gene is MPGLWRQRLPSAWALLLLPFLPLLMPAAPAAHRGSYKPVIVVHGLFDSSYSFRHLLDYINETHTGTVVTVLDLFDGRESLRPLWEQVQGFREAVVPIMEKAPEGVHLICYSQGGLVCRALLSVMDNHNVDSFISLSSPQMGQYGDTDYLKWLFPTSMRSNLYRVCYSPWGQEFSICNYWHDPHHDDLYLNASSFLALINGERDHPNATAWRKNFLRVGRLVLIGGPDDGVITPWQSSFFGFYDANETVLEMEEQPVYLRDSFGLKTLLARGAIVRCPMAGISHTTWHSNRTLYDTCIEPW.... Result: 0 (no interaction). (2) The miRNA is hsa-miR-600 with sequence ACUUACAGACAAGAGCCUUGCUC. The protein sequence of the target gene is MTDSDDTTCKRYIKMITNIVILSLIICISLAFWIMSMTASTYYGNFRPVSPWRWLFSVVVPVVIACNGFKKKSLDHSGALGGLVVGFILTIANFSFFTSLMTFFLSSSKLTKWRGNIKKQLDSEYKEGGQRNWVQVFCNGAVPTELALLYMIENGPGEMPIDFSKQHTASWMCLSLLAALASSAGDTWASEVAPVLSKSSPRLITTWEKVPVGTNGGVTAVGLASSLLGGTFVGLAYFLTQLVFVNDLDISAPQWPIIAFGGVAGLFGSLVDSFLGATMQFSGLDERTGLVVSSPTQETK.... Result: 0 (no interaction). (3) The miRNA is mmu-miR-29a-3p with sequence UAGCACCAUCUGAAAUCGGUUA. The protein sequence of the target gene is MLVTAYLSFVGLLASCLGLELSRCRARPPGRACSNPSFLQFQLDFYQVYFLALAADWLQAPYLYKLYQHYHFLEGQIAILYVCGLASTVLFGLVASSLVDWLGRKKSCVLFSLTYSLCCITKLSQDYFVLLVGRALGGLSTALLFSAFEAWYIHEHVERHDFPAEWIPATFARAAFWNHVLAVAAGVAAEAVASWIGLGPVAPFVAAIPLLALTGALALRNWGENYDRQRAFSKTCAGGLRCLLSDRRVLLLGVIQALFESVIFIFVFLWTPVLDPHGAPLGIVFSSFMAASLLGSSLYR.... Result: 0 (no interaction).